From a dataset of Full USPTO retrosynthesis dataset with 1.9M reactions from patents (1976-2016). Predict the reactants needed to synthesize the given product. (1) Given the product [I-:19].[N+:1]([C:4]1[CH:9]=[CH:8][C:7]([N:10]2[CH2:14][CH2:13][CH:12]([N+:15]([CH3:20])([CH3:17])[CH3:16])[CH2:11]2)=[CH:6][CH:5]=1)([O-:3])=[O:2], predict the reactants needed to synthesize it. The reactants are: [N+:1]([C:4]1[CH:9]=[CH:8][C:7]([N:10]2[CH2:14][CH2:13][CH:12]([N:15]([CH3:17])[CH3:16])[CH2:11]2)=[CH:6][CH:5]=1)([O-:3])=[O:2].C[I:19].[CH2:20](OCC)C. (2) Given the product [CH3:1][N:2]([CH3:20])[C:3]1[CH:8]=[CH:7][C:6]([NH:9][S:10]([C:13]2[CH:18]=[CH:17][C:16]([C:42]3[CH:43]=[C:38]4[N:37]=[C:36]([CH2:35][CH2:34][C:29]5[CH:28]=[C:33]([O:23][CH3:21])[CH:32]=[CH:31][N:30]=5)[NH:45][C:39]4=[N:40][CH:41]=3)=[CH:15][CH:14]=2)(=[O:12])=[O:11])=[CH:5][CH:4]=1, predict the reactants needed to synthesize it. The reactants are: [CH3:1][N:2]([CH3:20])[C:3]1[CH:8]=[CH:7][C:6]([NH:9][S:10]([C:13]2[CH:18]=[CH:17][C:16](Br)=[CH:15][CH:14]=2)(=[O:12])=[O:11])=[CH:5][CH:4]=1.[C:21]([O-])(=[O:23])C.[K+].CO[C:28]1[C:29]([CH2:34][CH2:35][C:36]2[NH:45][C:39]3=[N:40][CH:41]=[C:42](I)[CH:43]=[C:38]3[N:37]=2)=[N:30][CH:31]=[CH:32][CH:33]=1.C(=O)([O-])[O-].[K+].[K+].[Cl-].[Li+]. (3) Given the product [CH2:12]([C:11]1[NH:9][C:7](=[O:8])[C:6]2[C:2]([CH3:1])=[N:3][S:4][C:5]=2[N:10]=1)[CH:13]([CH3:15])[CH3:14], predict the reactants needed to synthesize it. The reactants are: [CH3:1][C:2]1[C:6]([C:7]([NH2:9])=[O:8])=[C:5]([NH:10][C:11](=O)[CH2:12][CH:13]([CH3:15])[CH3:14])[S:4][N:3]=1.Cl. (4) The reactants are: C1(P(C2C=CC=CC=2)C2C=CC=CC=2)C=CC=CC=1.O1CCCC1.[I:25]N1C(=O)CCC1=O.[CH2:33]([Sn:37]([CH2:46]O)([CH2:42][CH2:43][CH2:44][CH3:45])[CH2:38][CH2:39][CH2:40][CH3:41])[CH2:34][CH2:35][CH3:36]. Given the product [CH2:33]([Sn:37]([CH2:42][CH2:43][CH2:44][CH3:45])([CH2:38][CH2:39][CH2:40][CH3:41])[CH2:46][I:25])[CH2:34][CH2:35][CH3:36], predict the reactants needed to synthesize it. (5) The reactants are: F[C:2]1[CH:7]=[C:6]([N:8]2[CH2:13][CH2:12][N:11]([CH:14]([C:16]3[CH:21]=[CH:20][C:19]([F:22])=[CH:18][CH:17]=3)[CH3:15])[CH2:10][CH2:9]2)[N:5]=[CH:4][N:3]=1.[C:23]1([OH:34])[C:32]2[CH:31]=[CH:30][CH:29]=[C:28]([OH:33])[C:27]=2[CH:26]=[CH:25][N:24]=1. Given the product [F:22][C:19]1[CH:20]=[CH:21][C:16]([CH:14]([N:11]2[CH2:12][CH2:13][N:8]([C:6]3[N:5]=[CH:4][N:3]=[C:2]([O:33][C:28]4[CH:29]=[CH:30][CH:31]=[C:32]5[C:27]=4[CH:26]=[CH:25][NH:24][C:23]5=[O:34])[CH:7]=3)[CH2:9][CH2:10]2)[CH3:15])=[CH:17][CH:18]=1, predict the reactants needed to synthesize it. (6) Given the product [F:1][CH:2]([F:24])[O:3][C:4]1[CH:5]=[C:6]([N:10]2[CH:15]=[CH:14][C:13](=[O:16])[C:12]([C:17]3[N:25]([C:27]4[CH:32]=[CH:31][CH:30]=[CH:29][N:28]=4)[N:20]=[CH:19][CH:18]=3)=[N:11]2)[CH:7]=[CH:8][CH:9]=1, predict the reactants needed to synthesize it. The reactants are: [F:1][CH:2]([F:24])[O:3][C:4]1[CH:5]=[C:6]([N:10]2[CH:15]=[CH:14][C:13](=[O:16])[C:12]([C:17](=O)/[CH:18]=[CH:19]/[N:20](C)C)=[N:11]2)[CH:7]=[CH:8][CH:9]=1.[NH:25]([C:27]1[CH:32]=[CH:31][CH:30]=[CH:29][N:28]=1)N. (7) Given the product [Cl:31][CH2:32][C:33]([N:14]1[CH2:15][CH2:16][N:11]([C:9]2[S:10][C:6]3[CH:5]=[C:4]([Cl:3])[CH:18]=[CH:17][C:7]=3[N:8]=2)[CH2:12][CH2:13]1)=[O:34], predict the reactants needed to synthesize it. The reactants are: Cl.Cl.[Cl:3][C:4]1[CH:18]=[CH:17][C:7]2[N:8]=[C:9]([N:11]3[CH2:16][CH2:15][NH:14][CH2:13][CH2:12]3)[S:10][C:6]=2[CH:5]=1.C(N(CC)CC)C.C1COCC1.[Cl:31][CH2:32][C:33](Cl)=[O:34].